From a dataset of Reaction yield outcomes from USPTO patents with 853,638 reactions. Predict the reaction yield, written as a fraction of the theoretical maximum amount of product (1.0 means a 100% yield; for example, 0.34 means a 34% yield). The reactants are [NH2:1][C:2]1[N:7]=[CH:6][N:5]=[C:4]2[N:8]([CH2:25][C@H:26]3[CH2:30][CH2:29][CH2:28][N:27]3[C:31](=[O:35])[CH2:32][C:33]#[N:34])[N:9]=[C:10]([C:11]3[CH:16]=[CH:15][C:14]([O:17][C:18]4[CH:23]=[CH:22][CH:21]=[CH:20][CH:19]=4)=[CH:13][C:12]=3[F:24])[C:3]=12.N1[CH2:41][CH2:40][CH2:39][CH2:38]C1.C1(C=O)CC1. The catalyst is CO. The product is [NH2:1][C:2]1[N:7]=[CH:6][N:5]=[C:4]2[N:8]([CH2:25][C@H:26]3[CH2:30][CH2:29][CH2:28][N:27]3[C:31]([C:32](=[CH:38][CH:39]3[CH2:41][CH2:40]3)[C:33]#[N:34])=[O:35])[N:9]=[C:10]([C:11]3[CH:16]=[CH:15][C:14]([O:17][C:18]4[CH:19]=[CH:20][CH:21]=[CH:22][CH:23]=4)=[CH:13][C:12]=3[F:24])[C:3]=12. The yield is 0.330.